Dataset: Catalyst prediction with 721,799 reactions and 888 catalyst types from USPTO. Task: Predict which catalyst facilitates the given reaction. (1) Reactant: Cl[C:2]1[N:9]=[CH:8][CH:7]=[C:6]([O:10][CH3:11])[C:3]=1[C:4]#[N:5].C(=O)([O-])[O-].[Cs+].[Cs+].[C:18]1([OH:24])[CH:23]=[CH:22][CH:21]=[CH:20][CH:19]=1. Product: [CH3:11][O:10][C:6]1[C:3]([C:4]#[N:5])=[C:2]([O:24][C:18]2[CH:23]=[CH:22][CH:21]=[CH:20][CH:19]=2)[N:9]=[CH:8][CH:7]=1. The catalyst class is: 287. (2) Reactant: [F:1][C:2]1[CH:7]=[C:6]([S:8]([CH3:11])(=[O:10])=[O:9])[CH:5]=[CH:4][C:3]=1[C:12]1[O:13][C:14]2[CH:20]=[C:19]([C:21]3[CH2:26][CH2:25][N:24]([C:27]([O:29][C:30]([CH3:33])([CH3:32])[CH3:31])=[O:28])[CH2:23][CH:22]=3)[CH:18]=[CH:17][C:15]=2[N:16]=1.OCC1(OC[C@@H](O)[C@@H](O)[C@H]1O)O. Product: [F:1][C:2]1[CH:7]=[C:6]([S:8]([CH3:11])(=[O:9])=[O:10])[CH:5]=[CH:4][C:3]=1[C:12]1[O:13][C:14]2[CH:20]=[C:19]([CH:21]3[CH2:22][CH2:23][N:24]([C:27]([O:29][C:30]([CH3:33])([CH3:32])[CH3:31])=[O:28])[CH2:25][CH2:26]3)[CH:18]=[CH:17][C:15]=2[N:16]=1. The catalyst class is: 19.